This data is from Catalyst prediction with 721,799 reactions and 888 catalyst types from USPTO. The task is: Predict which catalyst facilitates the given reaction. (1) Reactant: [Cl:1][C:2]1[CH:3]=[C:4]([C:9]2([C:32]([F:35])([F:34])[F:33])[O:13][N:12]=[C:11]([C:14]3[CH:15]=[C:16]4[C:20](=[CH:21][CH:22]=3)[CH:19]([N:23]3CC5C(=CC=CC=5)C3)[CH2:18][CH2:17]4)[CH2:10]2)[CH:5]=[C:6]([Cl:8])[CH:7]=1.O.NN. Product: [Cl:1][C:2]1[CH:3]=[C:4]([C:9]2([C:32]([F:34])([F:33])[F:35])[O:13][N:12]=[C:11]([C:14]3[CH:15]=[C:16]4[C:20](=[CH:21][CH:22]=3)[CH:19]([NH2:23])[CH2:18][CH2:17]4)[CH2:10]2)[CH:5]=[C:6]([Cl:8])[CH:7]=1. The catalyst class is: 8. (2) Reactant: [CH3:1][O:2][C:3]1[CH:26]=[CH:25][C:6]([CH2:7][N:8]2[CH:12]=[C:11]([C:13]3[N:14]=[C:15]([NH:18][C:19]4[CH:24]=[CH:23][CH:22]=[CH:21][N:20]=4)[S:16][CH:17]=3)[CH:10]=[N:9]2)=[CH:5][CH:4]=1.[Cl:27]N1C(=O)CCC1=O. Product: [CH3:1][O:2][C:3]1[CH:4]=[CH:5][C:6]([CH2:7][N:8]2[CH:12]=[C:11]([C:13]3[N:14]=[C:15]([NH:18][C:19]4[CH:24]=[CH:23][CH:22]=[CH:21][N:20]=4)[S:16][C:17]=3[Cl:27])[CH:10]=[N:9]2)=[CH:25][CH:26]=1. The catalyst class is: 31. (3) Reactant: [F:1][C:2]1[CH:7]=[CH:6][C:5]([N:8]([CH:12]2[CH2:17][CH2:16][N:15]([CH:18]3[CH2:23][CH2:22][C:21](=O)[CH2:20][CH2:19]3)[CH2:14][CH2:13]2)[C:9](=[O:11])[CH3:10])=[CH:4][CH:3]=1.[CH2:25]([O:27][NH2:28])[CH3:26].C([O-])(O)=O.[Na+]. Product: [CH2:25]([O:27][N:28]=[C:21]1[CH2:22][CH2:23][CH:18]([N:15]2[CH2:14][CH2:13][CH:12]([N:8]([C:5]3[CH:6]=[CH:7][C:2]([F:1])=[CH:3][CH:4]=3)[C:9](=[O:11])[CH3:10])[CH2:17][CH2:16]2)[CH2:19][CH2:20]1)[CH3:26]. The catalyst class is: 17. (4) Reactant: Br[C:2]1[C:11](=[O:12])[C:10]2[C:5](=[CH:6][CH:7]=[CH:8][CH:9]=2)[O:4][CH:3]=1.C[O:14][C:15]1[CH:20]=[CH:19][C:18](B(O)O)=[CH:17][CH:16]=1.C(=O)([O-])[O-].[Na+].[Na+].Cl.[NH+]1C=CC=CC=1.C([O-])(O)=O.[Na+]. Product: [OH:14][C:15]1[CH:20]=[CH:19][C:18]([C:2]2[C:11](=[O:12])[C:10]3[C:5](=[CH:6][CH:7]=[CH:8][CH:9]=3)[O:4][CH:3]=2)=[CH:17][CH:16]=1. The catalyst class is: 226. (5) Reactant: C[O:2][C:3](=O)[CH:4]([C:26]1[CH:31]=[C:30]([C:32]([F:35])([F:34])[F:33])[CH:29]=[C:28]([C:36]([F:39])([F:38])[F:37])[CH:27]=1)[CH2:5][C:6]1[C:7]([NH:19][C:20]2[CH:25]=[CH:24][CH:23]=[CH:22][CH:21]=2)=[N:8][C:9]([NH:12][C:13]2[CH:18]=[CH:17][CH:16]=[CH:15][CH:14]=2)=[N:10][CH:11]=1.S(=O)(=O)(O)O. Product: [F:39][C:36]([F:38])([F:37])[C:28]1[CH:27]=[C:26]([CH:4]2[C:3](=[O:2])[N:19]([C:20]3[CH:21]=[CH:22][CH:23]=[CH:24][CH:25]=3)[C:7]3[N:8]=[C:9]([NH:12][C:13]4[CH:14]=[CH:15][CH:16]=[CH:17][CH:18]=4)[N:10]=[CH:11][C:6]=3[CH2:5]2)[CH:31]=[C:30]([C:32]([F:34])([F:35])[F:33])[CH:29]=1. The catalyst class is: 342.